This data is from Peptide-MHC class I binding affinity with 185,985 pairs from IEDB/IMGT. The task is: Regression. Given a peptide amino acid sequence and an MHC pseudo amino acid sequence, predict their binding affinity value. This is MHC class I binding data. (1) The peptide sequence is KMARLGKGY. The MHC is HLA-B27:05 with pseudo-sequence HLA-B27:05. The binding affinity (normalized) is 0.451. (2) The peptide sequence is WMDMWESPM. The MHC is HLA-A02:06 with pseudo-sequence HLA-A02:06. The binding affinity (normalized) is 0.936. (3) The peptide sequence is IRKPKHLYV. The MHC is HLA-B15:01 with pseudo-sequence HLA-B15:01. The binding affinity (normalized) is 0.0847. (4) The peptide sequence is IPYSLGGI. The MHC is H-2-Kb with pseudo-sequence H-2-Kb. The binding affinity (normalized) is 0.188. (5) The peptide sequence is VLNPYMPSV. The MHC is HLA-A02:17 with pseudo-sequence HLA-A02:17. The binding affinity (normalized) is 0.806. (6) The peptide sequence is PTDMLKLFT. The MHC is HLA-A02:06 with pseudo-sequence HLA-A02:06. The binding affinity (normalized) is 0. (7) The peptide sequence is IVRTNRNEL. The MHC is HLA-A31:01 with pseudo-sequence HLA-A31:01. The binding affinity (normalized) is 0.0847. (8) The peptide sequence is EIEPKLDGYY. The MHC is HLA-A29:02 with pseudo-sequence HLA-A29:02. The binding affinity (normalized) is 0.177. (9) The peptide sequence is TTQIIKLLPFA. The MHC is HLA-A02:03 with pseudo-sequence HLA-A02:03. The binding affinity (normalized) is 0.248. (10) The binding affinity (normalized) is 0. The peptide sequence is RASTTENAA. The MHC is HLA-A02:03 with pseudo-sequence HLA-A02:03.